Dataset: Forward reaction prediction with 1.9M reactions from USPTO patents (1976-2016). Task: Predict the product of the given reaction. Given the reactants [CH2:1]([O:3][C:4](=[O:17])[CH2:5][C@H:6]1[CH2:11][CH2:10][C@H:9]([C:12]([NH:14][CH2:15][CH3:16])=O)[CH2:8][CH2:7]1)[CH3:2].[BH4-].[Na+].C(O)(=O)C, predict the reaction product. The product is: [CH2:1]([O:3][C:4](=[O:17])[CH2:5][C@H:6]1[CH2:11][CH2:10][C@H:9]([CH2:12][NH:14][CH2:15][CH3:16])[CH2:8][CH2:7]1)[CH3:2].